Dataset: Reaction yield outcomes from USPTO patents with 853,638 reactions. Task: Predict the reaction yield, written as a fraction of the theoretical maximum amount of product (1.0 means a 100% yield; for example, 0.34 means a 34% yield). (1) The reactants are Cl[C:2]1[CH:7]=[C:6]2[CH2:8][O:9][C:10]3[CH:34]=[C:33]4[C:13]([CH:14]=[CH:15][C:16]5[N:20]=[C:19]([CH:21]6[CH2:25][CH2:24][CH2:23][N:22]6[C:26]([O:28][C:29]([CH3:32])([CH3:31])[CH3:30])=[O:27])[NH:18][C:17]=54)=[CH:12][C:11]=3[C:5]2=[CH:4][CH:3]=1.[B:35]1([B:35]2[O:39][C:38]([CH3:41])([CH3:40])[C:37]([CH3:43])([CH3:42])[O:36]2)[O:39][C:38]([CH3:41])([CH3:40])[C:37]([CH3:43])([CH3:42])[O:36]1.C([O-])(=O)C.[K+]. The catalyst is O1CCOCC1.C(OCC)(=O)C.C1(P(C2CCCCC2)C2C=CC=CC=2C2C(C(C)C)=CC(C(C)C)=CC=2C(C)C)CCCCC1. The product is [CH3:42][C:37]1([CH3:43])[C:38]([CH3:41])([CH3:40])[O:39][B:35]([C:2]2[CH:7]=[C:6]3[CH2:8][O:9][C:10]4[CH:34]=[C:33]5[C:13]([CH:14]=[CH:15][C:16]6[N:20]=[C:19]([CH:21]7[CH2:25][CH2:24][CH2:23][N:22]7[C:26]([O:28][C:29]([CH3:32])([CH3:31])[CH3:30])=[O:27])[NH:18][C:17]=65)=[CH:12][C:11]=4[C:5]3=[CH:4][CH:3]=2)[O:36]1. The yield is 0.940. (2) The reactants are [Cl:1][C:2]1[CH:17]=[C:16]([NH:18][C:19]([C:21]2[C:22](=[O:34])[N:23]([C:28]3[CH:33]=[CH:32][CH:31]=[CH:30][CH:29]=3)[N:24]([CH3:27])[C:25]=2[CH3:26])=[O:20])[CH:15]=[CH:14][C:3]=1[O:4][C:5]1[CH:10]=[CH:9][N:8]=[C:7](C(N)=O)[CH:6]=1.C(O)(=O)C.C(O)(=O)C.IC1C=CC=CC=1.CC#[N:52]. The catalyst is CCOC(C)=O.O. The product is [NH2:52][C:7]1[CH:6]=[C:5]([O:4][C:3]2[CH:14]=[CH:15][C:16]([NH:18][C:19]([C:21]3[C:22](=[O:34])[N:23]([C:28]4[CH:33]=[CH:32][CH:31]=[CH:30][CH:29]=4)[N:24]([CH3:27])[C:25]=3[CH3:26])=[O:20])=[CH:17][C:2]=2[Cl:1])[CH:10]=[CH:9][N:8]=1. The yield is 0.522. (3) The reactants are I[C:2]1[CH:7]=[CH:6][N:5]=[C:4]2[NH:8][N:9]=[C:10]([C:11]([F:14])([F:13])[F:12])[C:3]=12.[H-].[Na+].[C:17](Cl)([C:30]1[CH:35]=[CH:34][CH:33]=[CH:32][CH:31]=1)([C:24]1[CH:29]=[CH:28][CH:27]=[CH:26][CH:25]=1)[C:18]1[CH:23]=[CH:22][CH:21]=[CH:20][CH:19]=1.O.[CH3:38]N(C=O)C. No catalyst specified. The product is [CH3:38][C:2]1[CH:7]=[CH:6][N:5]=[C:4]2[N:8]([C:17]([C:30]3[CH:35]=[CH:34][CH:33]=[CH:32][CH:31]=3)([C:24]3[CH:29]=[CH:28][CH:27]=[CH:26][CH:25]=3)[C:18]3[CH:23]=[CH:22][CH:21]=[CH:20][CH:19]=3)[N:9]=[C:10]([C:11]([F:14])([F:13])[F:12])[C:3]=12. The yield is 0.990. (4) The reactants are [CH2:1]([Li])CCC.[C:6]1([CH:12]([C:15]2[CH:20]=[CH:19][CH:18]=[CH:17][CH:16]=2)[CH:13]=O)[CH:11]=[CH:10][CH:9]=[CH:8][CH:7]=1.C(OCC)C. The catalyst is [Br-].C[P+](C1C=CC=CC=1)(C1C=CC=CC=1)C1C=CC=CC=1.C1COCC1. The product is [C:6]1([CH:12]([C:15]2[CH:20]=[CH:19][CH:18]=[CH:17][CH:16]=2)[CH:13]=[CH2:1])[CH:11]=[CH:10][CH:9]=[CH:8][CH:7]=1. The yield is 0.460. (5) The reactants are [N:1]1[C:8]([Cl:9])=[N:7][C:5](Cl)=[N:4][C:2]=1[Cl:3].[OH:10][CH2:11][C:12]([NH:14][C:15]1[CH:20]=[CH:19][CH:18]=[C:17]([C:21]([F:24])([F:23])[F:22])[CH:16]=1)=[O:13].CCN(C(C)C)C(C)C. The catalyst is C(Cl)Cl. The product is [Cl:9][C:8]1[N:1]=[C:2]([Cl:3])[N:4]=[C:5]([O:10][CH2:11][C:12]([NH:14][C:15]2[CH:20]=[CH:19][CH:18]=[C:17]([C:21]([F:22])([F:23])[F:24])[CH:16]=2)=[O:13])[N:7]=1. The yield is 0.600. (6) The reactants are CON(C)[C:4]([CH:6]1[CH2:11][CH2:10][CH2:9][N:8]([CH2:12][C:13]2[CH:18]=[CH:17][C:16]([O:19][CH3:20])=[CH:15][CH:14]=2)[CH2:7]1)=[O:5].[Cl-].[CH2:23]1[CH2:27]OC[CH2:24]1. No catalyst specified. The product is [CH3:20][O:19][C:16]1[CH:15]=[CH:14][C:13]([CH2:12][N:8]2[CH2:9][CH2:10][CH2:11][CH:6]([C:4](=[O:5])[CH2:24][CH2:23][CH3:27])[CH2:7]2)=[CH:18][CH:17]=1. The yield is 0.940. (7) The reactants are [O:1]1[C:5]2[CH:6]=[CH:7][C:8]([C:10]3([C:13]([NH:15][C:16]4[CH:17]=[C:18]5[C:22](=[CH:23][C:24]=4[F:25])[NH:21][CH:20]([C:26]([CH3:29])([CH3:28])[CH3:27])[CH2:19]5)=[O:14])[CH2:12][CH2:11]3)=[CH:9][C:4]=2[O:3][CH2:2]1.[CH2:30]([O:37]CCC=O)[C:31]1C=CC=C[CH:32]=1.[BH-](OC(C)=O)(OC(C)=O)OC(C)=O.[Na+]. The catalyst is ClCCl. The product is [O:1]1[C:5]2[CH:6]=[CH:7][C:8]([C:10]3([C:13]([NH:15][C:16]4[CH:17]=[C:18]5[C:22](=[CH:23][C:24]=4[F:25])[N:21]([CH2:32][CH2:31][CH2:30][OH:37])[C:20]([C:26]([CH3:29])([CH3:28])[CH3:27])=[CH:19]5)=[O:14])[CH2:12][CH2:11]3)=[CH:9][C:4]=2[O:3][CH2:2]1. The yield is 0.0800.